This data is from Forward reaction prediction with 1.9M reactions from USPTO patents (1976-2016). The task is: Predict the product of the given reaction. (1) Given the reactants FC(F)(F)C(O)=O.[Cl:8][C:9]1[C:14]([N:15]2[CH2:19][CH:18]([C:20]([O:22]C(C)(C)C)=[O:21])[N:17]([CH3:27])[C:16]2=[O:28])=[CH:13][CH:12]=[CH:11][N:10]=1, predict the reaction product. The product is: [Cl:8][C:9]1[C:14]([N:15]2[CH2:19][CH:18]([C:20]([OH:22])=[O:21])[N:17]([CH3:27])[C:16]2=[O:28])=[CH:13][CH:12]=[CH:11][N:10]=1. (2) Given the reactants Cl.CN.C([N:7]([CH2:11]C)[CH:8]([CH3:10])C)(C)C.BrCC[O:16][C:17]1[CH:18]=[C:19]([C:23]([F:26])([F:25])[F:24])[CH:20]=[CH:21][CH:22]=1, predict the reaction product. The product is: [CH3:11][NH:7][CH2:8][CH2:10][O:16][C:17]1[CH:22]=[CH:21][CH:20]=[C:19]([C:23]([F:24])([F:25])[F:26])[CH:18]=1. (3) Given the reactants [CH3:1][C:2]1[C:6]([S:7]([NH2:10])(=[O:9])=[O:8])=[C:5]([CH3:11])[O:4][N:3]=1.[Cl:12][C:13]1[CH:41]=[C:40]([F:42])[CH:39]=[CH:38][C:14]=1[CH2:15][O:16][C:17]1[CH:22]=[CH:21][CH:20]=[CH:19][C:18]=1[C:23]1[N:24]([C:29]2[CH:30]=[C:31]([CH:35]=[CH:36][CH:37]=2)[C:32](O)=[O:33])[C:25]([CH3:28])=[CH:26][CH:27]=1.C(C1NC=CN=1)(C1NC=CN=1)=O.C(N(C(C)C)CC)(C)C, predict the reaction product. The product is: [Cl:12][C:13]1[CH:41]=[C:40]([F:42])[CH:39]=[CH:38][C:14]=1[CH2:15][O:16][C:17]1[CH:22]=[CH:21][CH:20]=[CH:19][C:18]=1[C:23]1[N:24]([C:29]2[CH:30]=[C:31]([CH:35]=[CH:36][CH:37]=2)[C:32]([NH:10][S:7]([C:6]2[C:2]([CH3:1])=[N:3][O:4][C:5]=2[CH3:11])(=[O:9])=[O:8])=[O:33])[C:25]([CH3:28])=[CH:26][CH:27]=1. (4) Given the reactants [C:1]([C:3]1([C:7]2[CH2:8][N:9]([C:12]([O:14][C:15]([CH3:18])([CH3:17])[CH3:16])=[O:13])[CH2:10][CH:11]=2)[CH2:6][CH2:5][CH2:4]1)#[N:2], predict the reaction product. The product is: [C:1]([C:3]1([CH:7]2[CH2:11][CH2:10][N:9]([C:12]([O:14][C:15]([CH3:18])([CH3:17])[CH3:16])=[O:13])[CH2:8]2)[CH2:4][CH2:5][CH2:6]1)#[N:2]. (5) Given the reactants [CH2:1]([C:9]1[N:13]=[C:12]([C:14]2[CH:21]=[CH:20][C:17]([CH:18]=O)=[CH:16][CH:15]=2)[O:11][N:10]=1)[CH2:2][CH2:3][CH2:4][CH2:5][CH2:6][CH2:7][CH3:8].[C:22]1([NH2:32])[C:31]2[CH2:30][CH2:29][CH2:28][CH2:27][C:26]=2[CH:25]=[CH:24][CH:23]=1, predict the reaction product. The product is: [C:22]1([NH:32][CH2:18][C:17]2[CH:20]=[CH:21][C:14]([C:12]3[O:11][N:10]=[C:9]([CH2:1][CH2:2][CH2:3][CH2:4][CH2:5][CH2:6][CH2:7][CH3:8])[N:13]=3)=[CH:15][CH:16]=2)[C:31]2[CH2:30][CH2:29][CH2:28][CH2:27][C:26]=2[CH:25]=[CH:24][CH:23]=1.